This data is from Catalyst prediction with 721,799 reactions and 888 catalyst types from USPTO. The task is: Predict which catalyst facilitates the given reaction. (1) Reactant: [CH3:1][C:2]([CH3:5])([O-:4])[CH3:3].[K+].[CH:7]1([C:10](Cl)=[O:11])[CH2:9][CH2:8]1.C(=O)(O)[O-].[Na+]. Product: [C:2]([O:4][C:10]([CH:7]1[CH2:9][CH2:8]1)=[O:11])([CH3:5])([CH3:3])[CH3:1]. The catalyst class is: 28. (2) Reactant: [OH:1][C:2]1[CH:7]=[CH:6][C:5]([CH2:8][C:9]([O:11][CH3:12])=[O:10])=[CH:4][CH:3]=1.[N:13]1([CH2:18][CH2:19]O)[CH:17]=[CH:16][N:15]=[CH:14]1.C1C=CC(P(C2C=CC=CC=2)C2C=CC=CC=2)=CC=1.CC(OC(/N=N/C(OC(C)C)=O)=O)C. Product: [N:13]1([CH2:18][CH2:19][O:1][C:2]2[CH:3]=[CH:4][C:5]([CH2:8][C:9]([O:11][CH3:12])=[O:10])=[CH:6][CH:7]=2)[CH:17]=[CH:16][N:15]=[CH:14]1. The catalyst class is: 387.